From a dataset of Plasma protein binding rate (PPBR) regression data from AstraZeneca. Regression/Classification. Given a drug SMILES string, predict its absorption, distribution, metabolism, or excretion properties. Task type varies by dataset: regression for continuous measurements (e.g., permeability, clearance, half-life) or binary classification for categorical outcomes (e.g., BBB penetration, CYP inhibition). For this dataset (ppbr_az), we predict Y. (1) The compound is O=c1cc(N2CCOCC2)nc2n(Cc3cccc(F)c3)ccn12. The Y is 78.0 %. (2) The molecule is Cc1nc(N2CCOCC2)c2cc(-c3ccccc3)sc2n1. The Y is 99.6 %. (3) The compound is C[C@H](CO)Nc1nc(SCc2cccc(F)c2F)nc2nc(N)sc12. The Y is 98.0 %. (4) The drug is CCN(CC)CC#CCOC(=O)C(O)(c1ccccc1)C1CCCCC1. The Y is 97.1 %. (5) The drug is CC1CN(c2cc(=O)[nH]c(NCc3cccc4ccccc34)n2)CCO1. The Y is 98.7 %.